From a dataset of Forward reaction prediction with 1.9M reactions from USPTO patents (1976-2016). Predict the product of the given reaction. Given the reactants [CH2:1]([NH2:11])[CH2:2][CH2:3][CH2:4][CH2:5][CH2:6][CH2:7][CH2:8][CH2:9][CH3:10].[CH:12]12[O:18][CH:15]([CH2:16][CH2:17]1)[CH:14]1[C:19]([O:21][C:22](=O)[CH:13]21)=[O:20].C(N(CC)CC)C, predict the reaction product. The product is: [CH2:1]([N:11]1[C:22](=[O:21])[CH:13]2[CH:14]([CH:15]3[O:18][CH:12]2[CH2:17][CH2:16]3)[C:19]1=[O:20])[CH2:2][CH2:3][CH2:4][CH2:5][CH2:6][CH2:7][CH2:8][CH2:9][CH3:10].